From a dataset of Catalyst prediction with 721,799 reactions and 888 catalyst types from USPTO. Predict which catalyst facilitates the given reaction. (1) Reactant: [CH2:1]([C:4]1[C:12]2[O:11][N:10]=[C:9]([C:13]([F:16])([F:15])[F:14])[C:8]=2[CH:7]=[CH:6][C:5]=1[O:17][CH2:18][CH2:19][CH2:20][NH:21][CH3:22])[CH2:2][CH3:3].O=C(Cl)[O:25][C:26](Cl)(Cl)Cl.CC[N:33](CC)CC.[OH-].[NH4+]. Product: [CH3:22][N:21]([CH2:20][CH2:19][CH2:18][O:17][C:5]1[CH:6]=[CH:7][C:8]2[C:9]([C:13]([F:15])([F:14])[F:16])=[N:10][O:11][C:12]=2[C:4]=1[CH2:1][CH2:2][CH3:3])[C:26]([NH2:33])=[O:25]. The catalyst class is: 2. (2) Reactant: [Br:1][C:2]1[S:3][C:4]2[CH2:5][N:6](C(OC(C)(C)C)=O)[CH2:7][CH2:8][C:9]=2[N:10]=1.[ClH:18]. Product: [ClH:18].[Br:1][C:2]1[S:3][C:4]2[CH2:5][NH:6][CH2:7][CH2:8][C:9]=2[N:10]=1. The catalyst class is: 12. (3) Reactant: [CH3:1][O:2][C:3]([C:5]1([CH:10]=O)[CH2:9][CH2:8][CH2:7][CH2:6]1)=[O:4].C([O-])(=O)C.[Na+].Cl.[CH2:18]([O:25][NH2:26])[C:19]1[CH:24]=[CH:23][CH:22]=[CH:21][CH:20]=1. Product: [CH3:1][O:2][C:3]([C:5]1([CH:10]=[N:26][O:25][CH2:18][C:19]2[CH:24]=[CH:23][CH:22]=[CH:21][CH:20]=2)[CH2:6][CH2:7][CH2:8][CH2:9]1)=[O:4]. The catalyst class is: 5. (4) Reactant: [Br:1][C:2]1[CH:3]=[C:4]([CH3:13])[C:5]2[O:6][CH2:7][C:8](=O)[NH:9][C:10]=2[N:11]=1.CO. Product: [Br:1][C:2]1[CH:3]=[C:4]([CH3:13])[C:5]2[O:6][CH2:7][CH2:8][NH:9][C:10]=2[N:11]=1. The catalyst class is: 1. (5) Reactant: O.O.[Sn](Cl)(Cl)(Cl)Cl.Cl.[CH3:9][C:10]1[CH:11]=[C:12]([CH:25]=[CH:26][C:27]=1[N+:28]([O-])=O)[CH2:13][N:14]1[C:22](=[O:23])[C:21]2[C:16](=[CH:17][CH:18]=[CH:19][CH:20]=2)[C:15]1=[O:24].[OH-].[Na+]. Product: [NH2:28][C:27]1[CH:26]=[CH:25][C:12]([CH2:13][N:14]2[C:15](=[O:24])[C:16]3[C:21](=[CH:20][CH:19]=[CH:18][CH:17]=3)[C:22]2=[O:23])=[CH:11][C:10]=1[CH3:9]. The catalyst class is: 97. (6) Reactant: C[Si]([N-][Si](C)(C)C)(C)C.[K+].[C:11]1([C:17]2[O:18][C:19]3[CH:25]=[C:24]([C:26](=[O:30])[CH2:27][CH2:28][CH3:29])[CH:23]=[CH:22][C:20]=3[N:21]=2)[CH:16]=[CH:15][CH:14]=[CH:13][CH:12]=1.C[O:32][C:33](=[O:36])[CH2:34]Br.Cl. Product: [CH2:28]([CH:27]([C:26](=[O:30])[C:24]1[CH:23]=[CH:22][C:20]2[N:21]=[C:17]([C:11]3[CH:16]=[CH:15][CH:14]=[CH:13][CH:12]=3)[O:18][C:19]=2[CH:25]=1)[CH2:34][C:33]([OH:36])=[O:32])[CH3:29]. The catalyst class is: 247. (7) Reactant: [OH:1][C:2]1[C:11]([O:12][CH3:13])=[CH:10][C:9]2[N:8]=[CH:7][C:6]3[N:14]([CH3:25])[N:15]=[C:16]([C:17]4[CH:24]=[CH:23][C:20]([C:21]#[N:22])=[CH:19][CH:18]=4)[C:5]=3[C:4]=2[CH:3]=1.C(=O)([O-])[O-].[K+].[K+].Br[CH:33]([C:37]1[CH:42]=[CH:41][C:40]([F:43])=[CH:39][CH:38]=1)[C:34]([NH2:36])=[O:35].O. Product: [C:21]([C:20]1[CH:23]=[CH:24][C:17]([C:16]2[C:5]3[C:4]4[CH:3]=[C:2]([O:1][CH:33]([C:37]5[CH:42]=[CH:41][C:40]([F:43])=[CH:39][CH:38]=5)[C:34]([NH2:36])=[O:35])[C:11]([O:12][CH3:13])=[CH:10][C:9]=4[N:8]=[CH:7][C:6]=3[N:14]([CH3:25])[N:15]=2)=[CH:18][CH:19]=1)#[N:22]. The catalyst class is: 9.